Task: Regression/Classification. Given a drug SMILES string, predict its toxicity properties. Task type varies by dataset: regression for continuous values (e.g., LD50, hERG inhibition percentage) or binary classification for toxic/non-toxic outcomes (e.g., AMES mutagenicity, cardiotoxicity, hepatotoxicity). Dataset: ld50_zhu.. Dataset: Acute oral toxicity (LD50) regression data from Zhu et al. (1) The drug is C#CCO. The rat oral LD50 is 3.45, given as -log10 of the dose in mol/kg body weight (higher means more acutely toxic). (2) The drug is O=C(c1ccccc1)C(O)c1ccccc1. The rat oral LD50 is 1.33, given as -log10 of the dose in mol/kg body weight (higher means more acutely toxic). (3) The molecule is COc1c(OCc2ccc(-c3ccccc3-c3nnn[nH]3)cc2)cc(C)nc1C. The rat oral LD50 is 2.29, given as -log10 of the dose in mol/kg body weight (higher means more acutely toxic). (4) The molecule is NC(CS)C(=O)O. The rat oral LD50 is 1.81, given as -log10 of the dose in mol/kg body weight (higher means more acutely toxic). (5) The rat oral LD50 is 1.66, given as -log10 of the dose in mol/kg body weight (higher means more acutely toxic). The molecule is O=C(O)C(S)C(S)C(=O)O. (6) The compound is CCS(=O)(=O)Oc1ccc2c(c1)C(C)(C)CO2. The rat oral LD50 is 2.07, given as -log10 of the dose in mol/kg body weight (higher means more acutely toxic).